This data is from Reaction yield outcomes from USPTO patents with 853,638 reactions. The task is: Predict the reaction yield, written as a fraction of the theoretical maximum amount of product (1.0 means a 100% yield; for example, 0.34 means a 34% yield). (1) The reactants are [OH-].[Na+].C([O:6][C:7]1[CH:33]=[CH:32][C:31]([Cl:34])=[CH:30][C:8]=1[C:9]([NH:11][CH2:12][C:13](=[O:29])[NH:14][C:15]1[CH:20]=[C:19]([C:21]([F:24])([F:23])[F:22])[CH:18]=[C:17]([C:25]([F:28])([F:27])[F:26])[CH:16]=1)=[O:10])(=O)C.Cl. The catalyst is CO.O1CCCC1. The product is [Cl:34][C:31]1[CH:32]=[CH:33][C:7]([OH:6])=[C:8]([CH:30]=1)[C:9]([NH:11][CH2:12][C:13](=[O:29])[NH:14][C:15]1[CH:16]=[C:17]([C:25]([F:27])([F:28])[F:26])[CH:18]=[C:19]([C:21]([F:22])([F:23])[F:24])[CH:20]=1)=[O:10]. The yield is 0.637. (2) The reactants are [NH2:1][C@@H:2]1[CH2:7][CH2:6][C@H:5]([N:8]([CH3:30])[C:9]2[C:10]([CH3:29])=[C:11]([CH:25]=[C:26]([Br:28])[CH:27]=2)[C:12]([NH:14][CH2:15][C:16]2[C:17](=[O:24])[NH:18][C:19]([CH3:23])=[CH:20][C:21]=2[CH3:22])=[O:13])[CH2:4][CH2:3]1.CCN=C=NCCCN(C)C.Cl.C1C=CC2N(O)N=NC=2C=1.C(N(CC)CC)C.[C:60](O)(=[O:62])[CH3:61]. The catalyst is CN(C=O)C.O. The product is [C:60]([NH:1][C@@H:2]1[CH2:3][CH2:4][C@H:5]([N:8]([CH3:30])[C:9]2[C:10]([CH3:29])=[C:11]([CH:25]=[C:26]([Br:28])[CH:27]=2)[C:12]([NH:14][CH2:15][C:16]2[C:17](=[O:24])[NH:18][C:19]([CH3:23])=[CH:20][C:21]=2[CH3:22])=[O:13])[CH2:6][CH2:7]1)(=[O:62])[CH3:61]. The yield is 0.720. (3) The yield is 0.340. The reactants are [Br:1][C:2]1[CH:7]=[CH:6][C:5]([F:8])=[CH:4][N:3]=1.C([Li])CCC.CN(C)[C:16](=[O:18])[CH3:17].Cl. The product is [Br:1][C:2]1[N:3]=[C:4]([C:16](=[O:18])[CH3:17])[C:5]([F:8])=[CH:6][CH:7]=1. The catalyst is C(OCC)C. (4) The reactants are Cl.C[C:3]1[CH:4]=[C:5]([CH2:8]OC2CNC2)[S:6][CH:7]=1.CCN=C=NC[CH2:20][CH2:21][N:22]([CH3:24])C.C1C=CC2N([OH:34])N=NC=2C=1.C(N([CH:41]([CH3:43])C)CC)(C)C.Cl.[O:45]=[C:46]1[NH:55][C:54]2[N:53]=[CH:52][C:51](/[CH:56]=[CH:57]/[C:58]([OH:60])=O)=[CH:50][C:49]=2[CH2:48][CH2:47]1. The catalyst is CN(C)C=O. The product is [O:60]=[C:58]([N:22]1[CH2:21][CH:20]([O:34][CH2:41][CH2:43][CH2:8][C:5]2[S:6][CH:7]=[CH:3][CH:4]=2)[CH2:24]1)/[CH:57]=[CH:56]/[C:51]1[CH:50]=[C:49]2[C:54](=[N:53][CH:52]=1)[NH:55][C:46](=[O:45])[CH2:47][CH2:48]2. The yield is 0.270. (5) The reactants are Cl.Cl.[C:3]1([CH2:9][N:10]2[CH2:15][CH2:14][CH:13]([NH:16][CH2:17][CH3:18])[CH2:12][CH2:11]2)[CH:8]=[CH:7][CH:6]=[CH:5][CH:4]=1.C(N(CC)C(C)C)(C)C.[CH3:28][S:29]([C:32]1[CH:37]=[CH:36][C:35]([CH2:38][C:39]([OH:41])=O)=[CH:34][CH:33]=1)(=[O:31])=[O:30].C1(N=C=NC2CCCCC2)CCCCC1. The catalyst is C(Cl)Cl.CN(C)C1C=CN=CC=1. The product is [C:3]1([CH2:9][N:10]2[CH2:15][CH2:14][CH:13]([N:16]([CH2:17][CH3:18])[C:39](=[O:41])[CH2:38][C:35]3[CH:34]=[CH:33][C:32]([S:29]([CH3:28])(=[O:30])=[O:31])=[CH:37][CH:36]=3)[CH2:12][CH2:11]2)[CH:4]=[CH:5][CH:6]=[CH:7][CH:8]=1. The yield is 0.760. (6) The reactants are [Cl:1][C:2]1[CH:7]=[CH:6][C:5]([NH:8][S:9]([C:12]([F:15])([F:14])[F:13])(=[O:11])=[O:10])=[C:4]([O:16][C:17]2[CH:22]=[CH:21][C:20]([Cl:23])=[CH:19][C:18]=2[Cl:24])[CH:3]=1.[CH2:25](Br)[C:26]1[CH:31]=[CH:30][CH:29]=[CH:28][CH:27]=1.C(=O)([O-])[O-].[K+].[K+].[I-].[Na+]. The catalyst is CC(C)=O. The product is [CH2:25]([N:8]([C:5]1[CH:6]=[CH:7][C:2]([Cl:1])=[CH:3][C:4]=1[O:16][C:17]1[CH:22]=[CH:21][C:20]([Cl:23])=[CH:19][C:18]=1[Cl:24])[S:9]([C:12]([F:15])([F:13])[F:14])(=[O:10])=[O:11])[C:26]1[CH:31]=[CH:30][CH:29]=[CH:28][CH:27]=1. The yield is 0.840. (7) The reactants are [OH:1][C:2]1[CH:3]=[CH:4][C:5]2[CH2:6][C@H:7]3[N:18]([C:19]([O:21][CH2:22][C:23]4[CH:28]=[CH:27][CH:26]=[CH:25][CH:24]=4)=[O:20])[CH2:17][CH2:16][C@@:13]4([C:14]=2[CH:15]=1)[C@H:8]3[CH2:9][CH2:10][CH2:11][CH2:12]4.C1C(=O)N([I:36])C(=O)C1.CCOC(C)=O. The catalyst is CN(C=O)C. The product is [OH:1][C:2]1[C:3]([I:36])=[CH:4][C:5]2[CH2:6][C@H:7]3[N:18]([C:19]([O:21][CH2:22][C:23]4[CH:28]=[CH:27][CH:26]=[CH:25][CH:24]=4)=[O:20])[CH2:17][CH2:16][C@@:13]4([C:14]=2[CH:15]=1)[C@H:8]3[CH2:9][CH2:10][CH2:11][CH2:12]4. The yield is 0.610. (8) The reactants are C[O:2][C:3]([CH:5]1[CH2:8][N:7]([C:9](=[O:42])[CH2:10][O:11][C:12]2[C:21]([N:22]3[CH2:28][CH2:27][CH2:26][N:25]([CH2:29][C:30]4[CH:34]=[CH:33][N:32]([C:35]5[CH:40]=[CH:39][CH:38]=[CH:37][CH:36]=5)[N:31]=4)[CH2:24][CH2:23]3)=[C:20]3[C:15]([CH:16]=[CH:17][CH:18]=[N:19]3)=[CH:14][C:13]=2[CH3:41])[CH2:6]1)=[O:4].[OH-].[Na+].Cl. The catalyst is C1COCC1. The product is [CH3:41][C:13]1[CH:14]=[C:15]2[C:20](=[C:21]([N:22]3[CH2:28][CH2:27][CH2:26][N:25]([CH2:29][C:30]4[CH:34]=[CH:33][N:32]([C:35]5[CH:36]=[CH:37][CH:38]=[CH:39][CH:40]=5)[N:31]=4)[CH2:24][CH2:23]3)[C:12]=1[O:11][CH2:10][C:9]([N:7]1[CH2:6][CH:5]([C:3]([OH:4])=[O:2])[CH2:8]1)=[O:42])[N:19]=[CH:18][CH:17]=[CH:16]2. The yield is 0.660.